Task: Predict the reactants needed to synthesize the given product.. Dataset: Full USPTO retrosynthesis dataset with 1.9M reactions from patents (1976-2016) (1) Given the product [CH2:1]([O:3][C:4]([C:6]1[N:7]=[C:8]([Br:23])[N:9]([C@H:20]([CH3:22])[CH2:21][O:30][CH3:29])[C:10]=1[CH:11]([C:13]1[CH:18]=[CH:17][C:16]([Cl:19])=[CH:15][CH:14]=1)[OH:12])=[O:5])[CH3:2], predict the reactants needed to synthesize it. The reactants are: [CH2:1]([O:3][C:4]([C:6]1[N:7]=[C:8]([Br:23])[N:9]([CH:20]([CH3:22])[CH3:21])[C:10]=1[CH:11]([C:13]1[CH:18]=[CH:17][C:16]([Cl:19])=[CH:15][CH:14]=1)[OH:12])=[O:5])[CH3:2].ClC1C=CC([CH:29]=[O:30])=CC=1. (2) Given the product [CH3:1][O:2][C:3]1[CH:4]=[C:5]([CH:7]=[CH:8][CH:9]=1)[NH:6][C:10]([C:11]1[CH:19]=[CH:18][CH:17]=[CH:16][C:12]=1[C:13]([OH:15])=[O:14])=[O:20], predict the reactants needed to synthesize it. The reactants are: [CH3:1][O:2][C:3]1[CH:4]=[C:5]([CH:7]=[CH:8][CH:9]=1)[NH2:6].[C:10]1(=[O:20])[O:15][C:13](=[O:14])[C:12]2=[CH:16][CH:17]=[CH:18][CH:19]=[C:11]12.O. (3) Given the product [Cl:35][C:32]1[CH:33]=[CH:34][C:29]([N:21]2[C:20]([CH:13]([CH:14]3[CH2:19][CH2:18][CH2:17][CH2:16][CH2:15]3)[C:12]([NH:11][C:8]3[CH:9]=[CH:10][C:5]([C:4]([OH:38])=[O:3])=[CH:6][C:7]=3[F:37])=[O:36])=[C:28]3[C:23]([CH:24]=[CH:25][CH:26]=[CH:27]3)=[N:22]2)=[CH:30][CH:31]=1, predict the reactants needed to synthesize it. The reactants are: C([O:3][C:4](=[O:38])[C:5]1[CH:10]=[CH:9][C:8]([NH:11][C:12](=[O:36])[CH:13]([C:20]2[N:21]([C:29]3[CH:34]=[CH:33][C:32]([Cl:35])=[CH:31][CH:30]=3)[N:22]=[C:23]3[C:28]=2[CH:27]=[CH:26][CH:25]=[CH:24]3)[CH:14]2[CH2:19][CH2:18][CH2:17][CH2:16][CH2:15]2)=[C:7]([F:37])[CH:6]=1)C.[OH-].[Li+]. (4) The reactants are: [CH3:1][C:2]([CH3:23])([CH3:22])[CH2:3][NH:4][C:5]1[C:10]([N+:11]([O-:13])=[O:12])=[CH:9][CH:8]=[C:7]([C:14]#[C:15][C:16]2[CH:21]=[CH:20][CH:19]=[CH:18][CH:17]=2)[N:6]=1.C([O-])(O)=[O:25].[Na+].[O-]S([O-])(=O)=O.[Mg+2].[O-][Mn](=O)(=O)=O.[K+].[O-]S([O-])=O.[Na+].[Na+].[OH2:47]. Given the product [CH3:1][C:2]([CH3:23])([CH3:22])[CH2:3][NH:4][C:5]1[N:6]=[C:7]([C:14](=[O:25])[C:15]([C:16]2[CH:17]=[CH:18][CH:19]=[CH:20][CH:21]=2)=[O:47])[CH:8]=[CH:9][C:10]=1[N+:11]([O-:13])=[O:12], predict the reactants needed to synthesize it. (5) The reactants are: CN(C(ON1N=NC2C=CC=NC1=2)=[N+](C)C)C.F[P-](F)(F)(F)(F)F.[C:25]([C:29]1[CH:30]=[C:31]([NH:70][S:71]([CH3:74])(=[O:73])=[O:72])[C:32]([O:68][CH3:69])=[C:33]([NH:35][C:36](=[O:67])[NH:37][C:38]2[C:47]3[C:42](=[CH:43][CH:44]=[CH:45][CH:46]=3)[C:41]([O:48][C:49]3[CH:54]=[CH:53][N:52]=[C:51]([NH:55][C:56]4[CH:64]=[CH:63][C:59]([C:60](O)=[O:61])=[C:58]([O:65][CH3:66])[CH:57]=4)[CH:50]=3)=[CH:40][CH:39]=2)[CH:34]=1)([CH3:28])([CH3:27])[CH3:26].[NH2:75][CH2:76][CH2:77][N:78]1[CH2:83][CH2:82][S:81](=[O:84])[CH2:80][CH2:79]1.CCN(C(C)C)C(C)C. Given the product [C:25]([C:29]1[CH:30]=[C:31]([NH:70][S:71]([CH3:74])(=[O:73])=[O:72])[C:32]([O:68][CH3:69])=[C:33]([NH:35][C:36](=[O:67])[NH:37][C:38]2[C:47]3[C:42](=[CH:43][CH:44]=[CH:45][CH:46]=3)[C:41]([O:48][C:49]3[CH:54]=[CH:53][N:52]=[C:51]([NH:55][C:56]4[CH:64]=[CH:63][C:59]([C:60]([NH:75][CH2:76][CH2:77][N:78]5[CH2:83][CH2:82][S:81](=[O:84])[CH2:80][CH2:79]5)=[O:61])=[C:58]([O:65][CH3:66])[CH:57]=4)[CH:50]=3)=[CH:40][CH:39]=2)[CH:34]=1)([CH3:26])([CH3:27])[CH3:28], predict the reactants needed to synthesize it. (6) Given the product [CH3:1][C:2]1[C:7]([C:8](=[O:22])[CH2:9][O:10][C:11]2[CH:16]=[CH:15][C:14]([CH2:17][C:18]([OH:20])=[O:19])=[CH:13][CH:12]=2)=[CH:6][CH:5]=[CH:4][N:3]=1, predict the reactants needed to synthesize it. The reactants are: [CH3:1][C:2]1[C:7]([C:8](=[O:22])[CH2:9][O:10][C:11]2[CH:16]=[CH:15][C:14]([CH2:17][C:18]([O:20]C)=[O:19])=[CH:13][CH:12]=2)=[CH:6][CH:5]=[CH:4][N:3]=1.[OH-].[Na+].O.